Dataset: Choline transporter screen with 302,306 compounds. Task: Binary Classification. Given a drug SMILES string, predict its activity (active/inactive) in a high-throughput screening assay against a specified biological target. (1) The molecule is S(c1n(c(nn1)COc1ccc([N+]([O-])=O)cc1)C)CC(OC(C)C)=O. The result is 0 (inactive). (2) The compound is S(CC(=O)NCc1occc1)c1ccccc1. The result is 0 (inactive).